From a dataset of Full USPTO retrosynthesis dataset with 1.9M reactions from patents (1976-2016). Predict the reactants needed to synthesize the given product. (1) The reactants are: [S:1]1[CH:5]=[CH:4][N:3]=[C:2]1[C:6]1[NH:7][C:8]2[C:13]([CH:14]=1)=[CH:12][CH:11]=[CH:10][C:9]=2[CH:15]=[O:16].[CH3:17][Mg]Br.[Cl-].[NH4+]. Given the product [S:1]1[CH:5]=[CH:4][N:3]=[C:2]1[C:6]1[NH:7][C:8]2[C:13]([CH:14]=1)=[CH:12][CH:11]=[CH:10][C:9]=2[CH:15]([OH:16])[CH3:17], predict the reactants needed to synthesize it. (2) Given the product [CH2:43]([N:50]1[CH2:55][CH2:54][CH:53]([NH:56][C:35]([NH:20][C:19]2[CH:21]=[CH:22][C:16]([O:15][C:6]3[C:5]4[C:10](=[CH:11][C:12]([O:13][CH3:14])=[C:3]([O:2][CH3:1])[CH:4]=4)[N:9]=[CH:8][CH:7]=3)=[CH:17][C:18]=2[CH3:23])=[O:41])[CH2:52][CH2:51]1)[C:44]1[CH:45]=[CH:46][CH:47]=[CH:48][CH:49]=1, predict the reactants needed to synthesize it. The reactants are: [CH3:1][O:2][C:3]1[CH:4]=[C:5]2[C:10](=[CH:11][C:12]=1[O:13][CH3:14])[N:9]=[CH:8][CH:7]=[C:6]2[O:15][C:16]1[CH:22]=[CH:21][C:19]([NH2:20])=[C:18]([CH3:23])[CH:17]=1.C(N(CC)CC)C.ClC(Cl)(O[C:35](=[O:41])OC(Cl)(Cl)Cl)Cl.[CH2:43]([N:50]1[CH2:55][CH2:54][CH:53]([NH2:56])[CH2:52][CH2:51]1)[C:44]1[CH:49]=[CH:48][CH:47]=[CH:46][CH:45]=1.